This data is from Forward reaction prediction with 1.9M reactions from USPTO patents (1976-2016). The task is: Predict the product of the given reaction. Given the reactants C([O:3][C:4](=[O:13])[C:5]1[CH:10]=[C:9]([F:11])[CH:8]=[N:7][C:6]=1[Cl:12])C.[OH-].[Li+].Cl, predict the reaction product. The product is: [Cl:12][C:6]1[N:7]=[CH:8][C:9]([F:11])=[CH:10][C:5]=1[C:4]([OH:13])=[O:3].